From a dataset of Forward reaction prediction with 1.9M reactions from USPTO patents (1976-2016). Predict the product of the given reaction. The product is: [Cl:70][C:63]1[CH:64]=[CH:65][CH:66]=[C:67]([C:68]#[N:69])[C:62]=1[N:59]1[C:55]2=[N:56][CH:57]=[N:58][C:53]([O:52][C@@H:41]([CH2:40][O:39][CH2:38][CH2:37][OH:36])[C:42]([NH:44][C:45]3[CH:50]=[CH:49][C:48]([Cl:51])=[CH:47][N:46]=3)=[O:43])=[C:54]2[CH:61]=[N:60]1. Given the reactants [F-].C([N+](CCCC)(CCCC)CCCC)CCC.[Si]([O:36][CH2:37][CH2:38][O:39][CH2:40][C@H:41]([O:52][C:53]1[N:58]=[CH:57][N:56]=[C:55]2[N:59]([C:62]3[C:67]([C:68]#[N:69])=[CH:66][CH:65]=[CH:64][C:63]=3[Cl:70])[N:60]=[CH:61][C:54]=12)[C:42]([NH:44][C:45]1[CH:50]=[CH:49][C:48]([Cl:51])=[CH:47][N:46]=1)=[O:43])(C(C)(C)C)(C1C=CC=CC=1)C1C=CC=CC=1, predict the reaction product.